This data is from Forward reaction prediction with 1.9M reactions from USPTO patents (1976-2016). The task is: Predict the product of the given reaction. (1) Given the reactants [Li+].[F:2][C:3]([F:23])([F:22])[C:4]1[CH:9]=[CH:8][C:7]([N:10]2[CH2:15][CH2:14][N:13]([CH2:16][CH:17]([CH3:21])[C:18]([O-])=[O:19])[CH2:12][CH2:11]2)=[CH:6][CH:5]=1.C(N(C(C)C)CC)(C)C.F[P-](F)(F)(F)(F)F.CN(C)C(ON1C2C=CC=CC=2N=N1)=[N+](C)C.Cl.[N+:58]([C:61]1[CH:66]=[CH:65][C:64]([NH:67][CH:68]2[CH2:73][CH2:72][NH:71][CH2:70][CH2:69]2)=[CH:63][C:62]=1[C:74]([F:77])([F:76])[F:75])([O-:60])=[O:59], predict the reaction product. The product is: [CH3:21][CH:17]([CH2:16][N:13]1[CH2:14][CH2:15][N:10]([C:7]2[CH:8]=[CH:9][C:4]([C:3]([F:22])([F:2])[F:23])=[CH:5][CH:6]=2)[CH2:11][CH2:12]1)[C:18]([N:71]1[CH2:70][CH2:69][CH:68]([NH:67][C:64]2[CH:65]=[CH:66][C:61]([N+:58]([O-:60])=[O:59])=[C:62]([C:74]([F:77])([F:75])[F:76])[CH:63]=2)[CH2:73][CH2:72]1)=[O:19]. (2) Given the reactants C([Li])CCC.[CH2:6]([O:8][S:9]([CH2:12]P(OCC)(OCC)=O)(=[O:11])=[O:10])[CH3:7].[Cl:21][C:22]1[CH:29]=[CH:28][C:25]([CH:26]=O)=[C:24]([O:30][CH3:31])[CH:23]=1, predict the reaction product. The product is: [CH2:6]([O:8][S:9]([CH:12]=[CH:26][C:25]1[CH:28]=[CH:29][C:22]([Cl:21])=[CH:23][C:24]=1[O:30][CH3:31])(=[O:10])=[O:11])[CH3:7]. (3) Given the reactants [CH2:1]([O:3][C:4]1[CH:5]=[C:6]([CH:10]=[CH:11][CH:12]=1)[C:7]([OH:9])=O)[CH3:2].S(Cl)(Cl)=O.Cl.[OH:18][C@H:19]1[CH2:23][NH:22][C@H:21]([C:24]([OH:26])=[O:25])[CH2:20]1.[OH-].[Na+], predict the reaction product. The product is: [CH2:1]([O:3][C:4]1[CH:5]=[C:6]([CH:10]=[CH:11][CH:12]=1)[C:7]([N:22]1[CH2:23][C@H:19]([OH:18])[CH2:20][C@H:21]1[C:24]([OH:26])=[O:25])=[O:9])[CH3:2]. (4) The product is: [CH2:47]([N:46]([CH2:51][CH2:52][CH2:53][CH3:54])[C:45]([C:3]1[C:2]([Cl:1])=[C:6]([CH3:7])[N:5]([C:8]2[CH:32]=[CH:31][C:11]([C:12](=[O:13])[NH:14][S:15]([C:18]3[CH:19]=[CH:20][C:21]4[C:26](=[CH:25][C:24]([C:28]([N:56]5[CH2:61][CH2:60][O:59][CH2:58][CH2:57]5)=[O:29])=[CH:23][CH:22]=4)[CH:27]=3)(=[O:16])=[O:17])=[CH:10][C:9]=2[C:33]([N:35]2[CH2:44][CH2:43][C:42]3[C:37](=[CH:38][CH:39]=[CH:40][CH:41]=3)[CH2:36]2)=[O:34])[N:4]=1)=[O:55])[CH2:48][CH2:49][CH3:50]. Given the reactants [Cl:1][C:2]1[C:3]([C:45](=[O:55])[N:46]([CH2:51][CH2:52][CH2:53][CH3:54])[CH2:47][CH2:48][CH2:49][CH3:50])=[N:4][N:5]([C:8]2[CH:32]=[CH:31][C:11]([C:12]([NH:14][S:15]([C:18]3[CH:27]=[C:26]4[C:21]([CH:22]=[CH:23][C:24]([C:28](O)=[O:29])=[CH:25]4)=[CH:20][CH:19]=3)(=[O:17])=[O:16])=[O:13])=[CH:10][C:9]=2[C:33]([N:35]2[CH2:44][CH2:43][C:42]3[C:37](=[CH:38][CH:39]=[CH:40][CH:41]=3)[CH2:36]2)=[O:34])[C:6]=1[CH3:7].[NH:56]1[CH2:61][CH2:60][O:59][CH2:58][CH2:57]1, predict the reaction product. (5) The product is: [Si:41]([O:40][CH2:39][C@@H:38]1[CH2:37][CH2:36][C:35](=[O:48])[N:34]1[C:28]1[CH:29]=[C:30]([F:33])[CH:31]=[CH:32][C:27]=1[CH2:26][NH:25][C:22]([C:10]1[N:11]=[C:12]2[N:17]([C:18](=[O:19])[C:9]=1[O:8][CH2:1][C:2]1[CH:3]=[CH:4][CH:5]=[CH:6][CH:7]=1)[CH2:16][CH2:15][O:14][C:13]2([CH3:20])[CH3:21])=[O:23])([C:44]([CH3:47])([CH3:46])[CH3:45])([CH3:43])[CH3:42]. Given the reactants [CH2:1]([O:8][C:9]1[C:18](=[O:19])[N:17]2[C:12]([C:13]([CH3:21])([CH3:20])[O:14][CH2:15][CH2:16]2)=[N:11][C:10]=1[C:22](O)=[O:23])[C:2]1[CH:7]=[CH:6][CH:5]=[CH:4][CH:3]=1.[NH2:25][CH2:26][C:27]1[CH:32]=[CH:31][C:30]([F:33])=[CH:29][C:28]=1[N:34]1[C@H:38]([CH2:39][O:40][Si:41]([C:44]([CH3:47])([CH3:46])[CH3:45])([CH3:43])[CH3:42])[CH2:37][CH2:36][C:35]1=[O:48], predict the reaction product. (6) Given the reactants [OH:1][C:2]1[CH:16]=[CH:15][C:5]([C:6]([C:8]2[CH:13]=[CH:12][C:11]([OH:14])=[CH:10][CH:9]=2)=[O:7])=[CH:4][CH:3]=1.[CH2:17](O)[CH2:18][OH:19], predict the reaction product. The product is: [OH:1][C:2]1[CH:16]=[CH:15][C:5]([C:6]2([C:8]3[CH:13]=[CH:12][C:11]([OH:14])=[CH:10][CH:9]=3)[O:19][CH2:18][CH2:17][O:7]2)=[CH:4][CH:3]=1. (7) Given the reactants Br[CH2:2][CH2:3][O:4][C:5]1[CH:10]=[CH:9][C:8]([CH2:11][CH:12]([O:18][CH2:19][CH3:20])[C:13]([O:15][CH2:16][CH3:17])=[O:14])=[CH:7][CH:6]=1.C1(=O)[NH:25]C(=O)C2=CC=CC=C12.[K].CN(C)C=O.C1C=CC=CC=1, predict the reaction product. The product is: [NH2:25][CH2:2][CH2:3][O:4][C:5]1[CH:10]=[CH:9][C:8]([CH2:11][CH:12]([O:18][CH2:19][CH3:20])[C:13]([O:15][CH2:16][CH3:17])=[O:14])=[CH:7][CH:6]=1.